From a dataset of Forward reaction prediction with 1.9M reactions from USPTO patents (1976-2016). Predict the product of the given reaction. (1) Given the reactants [C:1]([N:4]1[CH2:9][CH2:8][CH:7]([CH2:10][C:11]([NH:13][C:14]2[CH:19]=[N:18][C:17](Br)=[CH:16][N:15]=2)=[O:12])[CH2:6][CH2:5]1)(=[O:3])[CH3:2].[Cl:21][C:22]1[CH:23]=[C:24](B(O)O)[CH:25]=[CH:26][CH:27]=1, predict the reaction product. The product is: [C:1]([N:4]1[CH2:9][CH2:8][CH:7]([CH2:10][C:11]([NH:13][C:14]2[CH:19]=[N:18][C:17]([C:26]3[CH:25]=[CH:24][CH:23]=[C:22]([Cl:21])[CH:27]=3)=[CH:16][N:15]=2)=[O:12])[CH2:6][CH2:5]1)(=[O:3])[CH3:2]. (2) Given the reactants Cl[C:2]1[C:20]([N+:21]([O-:23])=[O:22])=[CH:19][C:5]([C:6]([NH:8][C@H:9]2[CH2:14][CH2:13][C@H:12]([C:15]([F:18])([F:17])[F:16])[CH2:11][CH2:10]2)=[O:7])=[C:4]([O:24][CH2:25][CH2:26][F:27])[N:3]=1.[NH3:28], predict the reaction product. The product is: [F:27][CH2:26][CH2:25][O:24][C:4]1[N:3]=[C:2]([NH2:28])[C:20]([N+:21]([O-:23])=[O:22])=[CH:19][C:5]=1[C:6]([NH:8][C@H:9]1[CH2:14][CH2:13][C@H:12]([C:15]([F:18])([F:17])[F:16])[CH2:11][CH2:10]1)=[O:7]. (3) Given the reactants [Br:1][C:2]1[CH:7]=[C:6]([F:8])[CH:5]=[CH:4][C:3]=1[CH:9]1[C:14]([C:15]([O:17][CH2:18][CH3:19])=[O:16])=[C:13]([CH2:20]Br)[NH:12][C:11]([C:22]2[N:23]([CH3:27])[CH:24]=[CH:25][N:26]=2)=[N:10]1.[NH:28]1[CH2:33][CH2:32][O:31][CH2:30][CH:29]1[C:34]([OH:36])=[O:35], predict the reaction product. The product is: [Br:1][C:2]1[CH:7]=[C:6]([F:8])[CH:5]=[CH:4][C:3]=1[CH:9]1[N:10]=[C:11]([C:22]2[N:23]([CH3:27])[CH:24]=[CH:25][N:26]=2)[NH:12][C:13]([CH2:20][N:28]2[CH2:33][CH2:32][O:31][CH2:30][CH:29]2[C:34]([OH:36])=[O:35])=[C:14]1[C:15]([O:17][CH2:18][CH3:19])=[O:16].